From a dataset of Forward reaction prediction with 1.9M reactions from USPTO patents (1976-2016). Predict the product of the given reaction. (1) Given the reactants [CH3:1][O:2][C:3](=[O:11])[C:4]1[CH:9]=[CH:8][C:7]([NH2:10])=[CH:6][CH:5]=1.N1C=CC=CC=1.[Br:18][CH:19]([CH3:23])[C:20](Br)=[O:21], predict the reaction product. The product is: [CH3:1][O:2][C:3](=[O:11])[C:4]1[CH:9]=[CH:8][C:7]([NH:10][C:20](=[O:21])[CH:19]([Br:18])[CH3:23])=[CH:6][CH:5]=1. (2) Given the reactants Cl[C:2]1[N:7]=[CH:6][N:5]=[C:4]([NH2:8])[C:3]=1[C:9]1[N:13]=[C:12]([CH2:14][O:15][CH3:16])[N:11]([CH3:17])[N:10]=1.[NH2:18][C@H:19]([C:22]1[N:31]([CH:32]2[CH2:34][CH2:33]2)[C:30](=[O:35])[C:29]2[C:24](=[CH:25][CH:26]=[CH:27][C:28]=2[Cl:36])[N:23]=1)[CH2:20][CH3:21].CCN(C(C)C)C(C)C.C(Cl)Cl.CO, predict the reaction product. The product is: [NH2:8][C:4]1[N:5]=[CH:6][N:7]=[C:2]([NH:18][C@H:19]([C:22]2[N:31]([CH:32]3[CH2:33][CH2:34]3)[C:30](=[O:35])[C:29]3[C:24](=[CH:25][CH:26]=[CH:27][C:28]=3[Cl:36])[N:23]=2)[CH2:20][CH3:21])[C:3]=1[C:9]1[N:13]=[C:12]([CH2:14][O:15][CH3:16])[N:11]([CH3:17])[N:10]=1. (3) Given the reactants Br[C:2]1[C:6]([Br:7])=[C:5]([NH:8][C:9]([C@@H:11]2[CH2:13][C@H:12]2[CH3:14])=[O:10])[S:4][N:3]=1.[CH2:15]([O:17][C:18]1[CH:23]=[CH:22][C:21](B(O)O)=[CH:20][CH:19]=1)[CH3:16].CN(C=O)C.C(=O)([O-])[O-].[Na+].[Na+], predict the reaction product. The product is: [Br:7][C:6]1[C:2]([C:21]2[CH:22]=[CH:23][C:18]([O:17][CH2:15][CH3:16])=[CH:19][CH:20]=2)=[N:3][S:4][C:5]=1[NH:8][C:9]([C@@H:11]1[CH2:13][C@H:12]1[CH3:14])=[O:10]. (4) Given the reactants Br[CH2:2][C:3]([C:5]1[CH:10]=[CH:9][C:8]([Br:11])=[CH:7][CH:6]=1)=[O:4].[C:12]([O:16][C:17]([N:19]1[CH2:23][C@@H:22]([OH:24])[CH2:21][C@H:20]1[C:25]([OH:27])=[O:26])=[O:18])([CH3:15])([CH3:14])[CH3:13].CCN(CC)CC, predict the reaction product. The product is: [OH:24][C@@H:22]1[CH2:23][N:19]([C:17]([O:16][C:12]([CH3:13])([CH3:14])[CH3:15])=[O:18])[C@H:20]([C:25]([O:27][CH2:2][C:3]([C:5]2[CH:10]=[CH:9][C:8]([Br:11])=[CH:7][CH:6]=2)=[O:4])=[O:26])[CH2:21]1. (5) Given the reactants [C:1]([Si:5]([CH3:36])([CH3:35])[O:6][CH2:7][C:8]#[C:9][C:10]1[CH:11]=[C:12]2[C:17](=[CH:18][CH:19]=1)[N:16]=[C:15]([C:20]1[CH:21]=[N:22][CH:23]=[CH:24][CH:25]=1)[N:14]=[C:13]2[NH:26][C:27]1[CH:32]=[CH:31][C:30]([F:33])=[C:29]([Cl:34])[CH:28]=1)([CH3:4])([CH3:3])[CH3:2], predict the reaction product. The product is: [Si:5]([O:6][CH2:7][CH2:8][CH2:9][C:10]1[CH:11]=[C:12]2[C:17](=[CH:18][CH:19]=1)[N:16]=[C:15]([C:20]1[CH:21]=[N:22][CH:23]=[CH:24][CH:25]=1)[N:14]=[C:13]2[NH:26][C:27]1[CH:32]=[CH:31][C:30]([F:33])=[C:29]([Cl:34])[CH:28]=1)([C:1]([CH3:4])([CH3:2])[CH3:3])([CH3:36])[CH3:35]. (6) Given the reactants Br.Br[CH2:3][C:4]([C:6]1[CH:11]=[CH:10][N:9]=[CH:8][CH:7]=1)=O.[CH:12]([C:15]1[CH:16]=[C:17]([NH:21][C:22]([NH2:24])=[S:23])[CH:18]=[CH:19][CH:20]=1)([CH3:14])[CH3:13].N, predict the reaction product. The product is: [CH:12]([C:15]1[CH:16]=[C:17]([NH:21][C:22]2[S:23][CH:3]=[C:4]([C:6]3[CH:11]=[CH:10][N:9]=[CH:8][CH:7]=3)[N:24]=2)[CH:18]=[CH:19][CH:20]=1)([CH3:14])[CH3:13]. (7) The product is: [Cl:25][CH2:24][CH2:23][N:8]1[C:9]2[C:5](=[CH:4][C:3]([O:2][CH3:1])=[CH:11][CH:10]=2)[C:6]([CH:20]=[O:21])=[C:7]1[C:12]1[C:13]([CH3:19])=[N:14][N:15]([CH3:18])[C:16]=1[CH3:17]. Given the reactants [CH3:1][O:2][C:3]1[CH:4]=[C:5]2[C:9](=[CH:10][CH:11]=1)[NH:8][C:7]([C:12]1[C:13]([CH3:19])=[N:14][N:15]([CH3:18])[C:16]=1[CH3:17])=[C:6]2[CH:20]=[O:21].Br[CH2:23][CH2:24][Cl:25].C([O-])([O-])=O.[K+].[K+].O, predict the reaction product. (8) Given the reactants [F:1][C:2]([F:19])([S:15]([O-:18])(=[O:17])=[O:16])[CH:3]([O:8]C(=O)C(C)(C)C)[C:4]([F:7])([F:6])[F:5].[Na+:20].[OH-].[Na+].Cl, predict the reaction product. The product is: [F:19][C:2]([F:1])([S:15]([O-:18])(=[O:16])=[O:17])[CH:3]([OH:8])[C:4]([F:5])([F:7])[F:6].[Na+:20]. (9) Given the reactants [N:1]1([S:11]([C:14]2[CH:15]=[C:16]([N:20]3[C:25](=[O:26])[C:24]4=[C:27]([C:30](OC)=[O:31])[S:28][CH:29]=[C:23]4[NH:22][C:21]3=[O:34])[CH:17]=[CH:18][CH:19]=2)(=[O:13])=[O:12])[C:10]2[C:5](=[CH:6][CH:7]=[CH:8][CH:9]=2)[CH2:4][CH2:3][CH2:2]1.[BH4-].[Li+], predict the reaction product. The product is: [N:1]1([S:11]([C:14]2[CH:15]=[C:16]([N:20]3[C:25](=[O:26])[C:24]4=[C:27]([CH2:30][OH:31])[S:28][CH:29]=[C:23]4[NH:22][C:21]3=[O:34])[CH:17]=[CH:18][CH:19]=2)(=[O:13])=[O:12])[C:10]2[C:5](=[CH:6][CH:7]=[CH:8][CH:9]=2)[CH2:4][CH2:3][CH2:2]1. (10) The product is: [OH:6][C:7]1[CH:12]=[CH:11][N:10]2[N:13]=[C:14]([C:26]3[CH:27]=[CH:28][CH:29]=[CH:30][CH:31]=3)[C:15]([C:16]3[CH:17]=[CH:18][C:19](=[O:25])[N:20]([CH:22]([CH3:24])[CH3:23])[N:21]=3)=[C:9]2[CH:8]=1. Given the reactants B(Br)(Br)Br.C[O:6][C:7]1[CH:12]=[CH:11][N:10]2[N:13]=[C:14]([C:26]3[CH:31]=[CH:30][CH:29]=[CH:28][CH:27]=3)[C:15]([C:16]3[CH:17]=[CH:18][C:19](=[O:25])[N:20]([CH:22]([CH3:24])[CH3:23])[N:21]=3)=[C:9]2[CH:8]=1.O, predict the reaction product.